This data is from Forward reaction prediction with 1.9M reactions from USPTO patents (1976-2016). The task is: Predict the product of the given reaction. (1) Given the reactants [Br:1][C:2]1[CH:3]=[CH:4][C:5]2[N:6]([N:8]=[N:9][N:10]=2)[CH:7]=1.[C:11]([O:15][CH3:16])(=[O:14])[C:12]#[CH:13].N1C(C)=CC=CC=1C.O, predict the reaction product. The product is: [Br:1][C:2]1[CH:3]=[CH:4][C:5]([N:10]2[CH:13]=[C:12]([C:11]([O:15][CH3:16])=[O:14])[N:8]=[N:9]2)=[N:6][CH:7]=1. (2) Given the reactants [Br:1][C:2]1[CH:20]=[C:19]([F:21])[C:5]2[O:6][C:7]3[CH:16]=[CH:15][C:14]([O:17][CH3:18])=[CH:13][C:8]=3[C:9](=O)[C:10](=[O:11])[C:4]=2[CH:3]=1.O1CCOCC1.Cl.[CH3:29][NH:30][C:31]([NH2:33])=[NH:32].C(=O)([O-])[O-].[Na+].[Na+], predict the reaction product. The product is: [NH2:33][C:31]1[N:30]([CH3:29])[C:10](=[O:11])[C:9]2([N:32]=1)[C:4]1[CH:3]=[C:2]([Br:1])[CH:20]=[C:19]([F:21])[C:5]=1[O:6][C:7]1[C:8]2=[CH:13][C:14]([O:17][CH3:18])=[CH:15][CH:16]=1. (3) Given the reactants Cl.[Cl:2][C:3]1[C:4]([CH3:19])=[CH:5][C:6]2[NH:10][C:9](=[O:11])[N:8]([CH:12]3[CH2:17][CH2:16][NH:15][CH2:14][CH2:13]3)[C:7]=2[CH:18]=1.[O:20]1[CH2:25][CH2:24][C:23](=O)[CH2:22][CH2:21]1.[BH3-]C#N.[Na+], predict the reaction product. The product is: [Cl:2][C:3]1[C:4]([CH3:19])=[CH:5][C:6]2[NH:10][C:9](=[O:11])[N:8]([CH:12]3[CH2:13][CH2:14][N:15]([CH:23]4[CH2:24][CH2:25][O:20][CH2:21][CH2:22]4)[CH2:16][CH2:17]3)[C:7]=2[CH:18]=1. (4) Given the reactants [CH3:1][O:2][C:3](=[O:12])[C:4](=[CH:8]N(C)C)[C:5](=O)[CH3:6].Cl.[C:14]([NH:18][NH2:19])([CH3:17])([CH3:16])[CH3:15].C([O-])(=O)C.[Na+].ClCCl, predict the reaction product. The product is: [CH3:1][O:2][C:3]([C:4]1[CH:8]=[N:19][N:18]([C:14]([CH3:17])([CH3:16])[CH3:15])[C:5]=1[CH3:6])=[O:12]. (5) Given the reactants [CH3:1][S:2]([OH:5])(=[O:4])=[O:3].C(OC([NH:13][C@@H:14]1[CH2:19][CH2:18][CH2:17][N:16]([C:20]2[C:32]([CH2:33][C:34]3[CH:39]=[C:38]([F:40])[CH:37]=[CH:36][C:35]=3[Cl:41])=[C:23]3[C:24](=[O:31])[NH:25][C:26]([C:28]([OH:30])=[O:29])=[CH:27][N:22]3[N:21]=2)[CH2:15]1)=O)(C)(C)C, predict the reaction product. The product is: [CH3:1][S:2]([OH:5])(=[O:4])=[O:3].[NH2:13][C@@H:14]1[CH2:19][CH2:18][CH2:17][N:16]([C:20]2[C:32]([CH2:33][C:34]3[CH:39]=[C:38]([F:40])[CH:37]=[CH:36][C:35]=3[Cl:41])=[C:23]3[C:24](=[O:31])[NH:25][C:26]([C:28]([OH:30])=[O:29])=[CH:27][N:22]3[N:21]=2)[CH2:15]1. (6) Given the reactants [F:1][C:2]1[CH:3]=[C:4]2[C:8](=[CH:9][CH:10]=1)[C:7](=[O:11])[CH2:6][CH2:5]2.CS(O)(=O)=O.[N-:17]=[N+]=[N-].[Na+], predict the reaction product. The product is: [F:1][C:2]1[CH:3]=[C:4]2[C:8](=[CH:9][CH:10]=1)[C:7](=[O:11])[NH:17][CH2:6][CH2:5]2.